From a dataset of CYP3A4 inhibition data for predicting drug metabolism from PubChem BioAssay. Regression/Classification. Given a drug SMILES string, predict its absorption, distribution, metabolism, or excretion properties. Task type varies by dataset: regression for continuous measurements (e.g., permeability, clearance, half-life) or binary classification for categorical outcomes (e.g., BBB penetration, CYP inhibition). Dataset: cyp3a4_veith. (1) The drug is CCOC(=O)c1ccc(OC(=O)CCCCCN=C(N)N)cc1. The result is 0 (non-inhibitor). (2) The drug is Oc1ccc(Cn2c(-c3ccc(O)cc3)nc3ccccc32)cc1. The result is 0 (non-inhibitor). (3) The drug is O=C(O)c1nn(-c2ccccc2)ccc1=O. The result is 0 (non-inhibitor). (4) The drug is CNC(=O)C(=O)NCCc1ccc(Cl)cc1. The result is 0 (non-inhibitor). (5) The compound is CCS(=O)(=O)Nc1cccc(C(=C2CCCCC2)c2cnc[nH]2)c1. The result is 1 (inhibitor).